This data is from Full USPTO retrosynthesis dataset with 1.9M reactions from patents (1976-2016). The task is: Predict the reactants needed to synthesize the given product. Given the product [NH2:1][C:2]1[N:3]=[CH:4][C:5](/[CH:11]=[CH:10]/[C:9]([O:13][CH2:14][C:15]2[CH:20]=[CH:19][CH:18]=[CH:17][CH:16]=2)=[O:12])=[CH:6][CH:7]=1, predict the reactants needed to synthesize it. The reactants are: [NH2:1][C:2]1[CH:7]=[CH:6][C:5](Br)=[CH:4][N:3]=1.[C:9]([O:13][CH2:14][C:15]1[CH:20]=[CH:19][CH:18]=[CH:17][CH:16]=1)(=[O:12])[CH:10]=[CH2:11].C(N(C(C)C)CC)(C)C.